This data is from TCR-epitope binding with 47,182 pairs between 192 epitopes and 23,139 TCRs. The task is: Binary Classification. Given a T-cell receptor sequence (or CDR3 region) and an epitope sequence, predict whether binding occurs between them. The TCR CDR3 sequence is CSVEGSSGRTRTYNEQFF. The epitope is AYAQKIFKI. Result: 0 (the TCR does not bind to the epitope).